Dataset: Kir2.1 potassium channel HTS with 301,493 compounds. Task: Binary Classification. Given a drug SMILES string, predict its activity (active/inactive) in a high-throughput screening assay against a specified biological target. (1) The molecule is n12c(Nc3c(cccc3)C)c(nc1cc(cc2)C)c1cccnc1. The result is 0 (inactive). (2) The drug is Fc1ccc(n2nnc3c(=O)n(CC(=O)NCC4OCCC4)cnc23)cc1. The result is 0 (inactive).